Regression. Given two drug SMILES strings and cell line genomic features, predict the synergy score measuring deviation from expected non-interaction effect. From a dataset of NCI-60 drug combinations with 297,098 pairs across 59 cell lines. (1) Drug 2: C1CN(P(=O)(OC1)NCCCl)CCCl. Drug 1: CC1OCC2C(O1)C(C(C(O2)OC3C4COC(=O)C4C(C5=CC6=C(C=C35)OCO6)C7=CC(=C(C(=C7)OC)O)OC)O)O. Synergy scores: CSS=28.0, Synergy_ZIP=-4.13, Synergy_Bliss=-2.22, Synergy_Loewe=-35.0, Synergy_HSA=-1.73. Cell line: HOP-62. (2) Drug 1: CCCCCOC(=O)NC1=NC(=O)N(C=C1F)C2C(C(C(O2)C)O)O. Drug 2: C1CC(=O)NC(=O)C1N2C(=O)C3=CC=CC=C3C2=O. Cell line: OVCAR-8. Synergy scores: CSS=-10.2, Synergy_ZIP=7.79, Synergy_Bliss=3.02, Synergy_Loewe=-6.23, Synergy_HSA=-6.38. (3) Cell line: NCI-H322M. Synergy scores: CSS=14.0, Synergy_ZIP=0.621, Synergy_Bliss=2.24, Synergy_Loewe=-19.9, Synergy_HSA=0.175. Drug 2: CCC1(CC2CC(C3=C(CCN(C2)C1)C4=CC=CC=C4N3)(C5=C(C=C6C(=C5)C78CCN9C7C(C=CC9)(C(C(C8N6C=O)(C(=O)OC)O)OC(=O)C)CC)OC)C(=O)OC)O.OS(=O)(=O)O. Drug 1: C1CCN(CC1)CCOC2=CC=C(C=C2)C(=O)C3=C(SC4=C3C=CC(=C4)O)C5=CC=C(C=C5)O. (4) Drug 1: C1CC(CCC1OC2=C(C(=CC=C2)Cl)F)(CC3=NC(=CC=C3)NC4=NC=CS4)C(=O)O. Drug 2: CCC1=C2CN3C(=CC4=C(C3=O)COC(=O)C4(CC)O)C2=NC5=C1C=C(C=C5)O. Cell line: OVCAR3. Synergy scores: CSS=18.9, Synergy_ZIP=-7.28, Synergy_Bliss=-8.99, Synergy_Loewe=-4.73, Synergy_HSA=-3.91.